The task is: Predict the product of the given reaction.. This data is from Forward reaction prediction with 1.9M reactions from USPTO patents (1976-2016). (1) Given the reactants [CH:1]1([C:6](Cl)=[O:7])[CH2:5][CH2:4][CH2:3][CH2:2]1.[Si](C=[N+]=[N-])(C)(C)[CH3:10].[ClH:16].O1CCOCC1, predict the reaction product. The product is: [Cl:16][CH2:10][C:6]([CH:1]1[CH2:5][CH2:4][CH2:3][CH2:2]1)=[O:7]. (2) Given the reactants [CH2:1]([O:8][C:9]([N:11]1[CH2:16][CH:15]=[N:14][C:13]2[CH2:17][NH:18][CH:19]([C:21]([OH:23])=[O:22])[CH2:20][C:12]1=2)=[O:10])[C:2]1[CH:7]=[CH:6][CH:5]=[CH:4][CH:3]=1.[CH2:24]=[C:25]([CH3:27])[CH3:26].S(=O)(=O)(O)O, predict the reaction product. The product is: [CH2:1]([O:8][C:9]([N:11]1[CH2:16][CH:15]=[N:14][C:13]2[CH2:17][NH:18][CH:19]([C:21]([O:23][C:25]([CH3:27])([CH3:26])[CH3:24])=[O:22])[CH2:20][C:12]1=2)=[O:10])[C:2]1[CH:7]=[CH:6][CH:5]=[CH:4][CH:3]=1. (3) Given the reactants [Br:1][C:2]1[CH:3]=[CH:4][C:5]2[O:10][C@:9]([CH3:16])([CH:11]([O:14][CH3:15])[O:12][CH3:13])[C@@H:8]3[O:17][C@@H:7]3[C:6]=2[CH:18]=1.[F:19][C:20]1[CH:25]=[CH:24][C:23]([NH:26][CH2:27][C:28]2[N:29]=[N:30][N:31]([CH3:33])[N:32]=2)=[CH:22][CH:21]=1, predict the reaction product. The product is: [Br:1][C:2]1[CH:3]=[CH:4][C:5]2[O:10][C@:9]([CH3:16])([CH:11]([O:14][CH3:15])[O:12][CH3:13])[C@H:8]([OH:17])[C@@H:7]([N:26]([C:23]3[CH:24]=[CH:25][C:20]([F:19])=[CH:21][CH:22]=3)[CH2:27][C:28]3[N:29]=[N:30][N:31]([CH3:33])[N:32]=3)[C:6]=2[CH:18]=1.